Dataset: Catalyst prediction with 721,799 reactions and 888 catalyst types from USPTO. Task: Predict which catalyst facilitates the given reaction. (1) Reactant: [Cl:1][C:2]1[C:3]([O:12][C:13]([F:16])([F:15])[F:14])=[CH:4][C:5]([N+:9]([O-])=O)=[C:6]([NH2:8])[CH:7]=1.S(S([O-])=O)([O-])=O.[Na+].[Na+].[CH:25](OC)(OC)OC.CN(C=O)C. Product: [Cl:1][C:2]1[C:3]([O:12][C:13]([F:16])([F:15])[F:14])=[CH:4][C:5]2[N:9]=[CH:25][NH:8][C:6]=2[CH:7]=1. The catalyst class is: 15. (2) Reactant: [Br:1][C:2]1[CH:17]=[CH:16][C:5]2[N:6]=[C:7]([C:9](=[C:12](OC)[CH3:13])[C:10]#[N:11])[S:8][C:4]=2[CH:3]=1.O.[NH2:19][NH2:20]. Product: [Br:1][C:2]1[CH:17]=[CH:16][C:5]2[N:6]=[C:7]([C:9]3[C:12]([CH3:13])=[N:20][NH:19][C:10]=3[NH2:11])[S:8][C:4]=2[CH:3]=1. The catalyst class is: 5. (3) Reactant: Cl.CCCCC1N(CC2C=CC(C3C(C4N=NN([C:29]([C:42]5[CH:47]=[CH:46][CH:45]=[CH:44][CH:43]=5)([C:36]5[CH:41]=[CH:40][CH:39]=[CH:38][CH:37]=5)[C:30]5[CH:35]=[CH:34][CH:33]=[CH:32][CH:31]=5)N=4)=CC=CC=3)=CC=2)C(CO)=C(Cl)N=1.[OH-:51].[K+]. Product: [C:30]1([C:29]([C:36]2[CH:37]=[CH:38][CH:39]=[CH:40][CH:41]=2)([C:42]2[CH:43]=[CH:44][CH:45]=[CH:46][CH:47]=2)[OH:51])[CH:31]=[CH:32][CH:33]=[CH:34][CH:35]=1. The catalyst class is: 95. (4) Reactant: COC[O:4][C:5]1[C:10]([CH3:11])=[CH:9][CH:8]=[C:7]([O:12][CH2:13][O:14][CH3:15])[C:6]=1[C:16]1([C:19]#N)[CH2:18][CH2:17]1.O.ClC[O:24]C.[H-].[Na+].[H-].[Al+3].[Li+].[H-].[H-].[H-].C1COCC1. Product: [OH:24][CH2:19][C:16]1([C:6]2[C:7]([O:12][CH2:13][O:14][CH3:15])=[CH:8][CH:9]=[C:10]([CH3:11])[C:5]=2[OH:4])[CH2:17][CH2:18]1. The catalyst class is: 5. (5) Reactant: [CH:1]1([CH2:4][O:5][C:6]2[CH:14]=[CH:13][C:9]3[O:10][CH2:11][O:12][C:8]=3[C:7]=2[C:15]2[C:16]3[NH:23][CH:22]=[C:21]([C:24](O)=[O:25])[C:17]=3[N:18]=[CH:19][N:20]=2)[CH2:3][CH2:2]1.Cl.[NH2:28][CH2:29][C:30]([N:32]1[CH2:37][CH2:36][CH:35]([N:38]2[N:47]=[C:46]([C:48]3[CH:53]=[CH:52][C:51]([O:54][CH3:55])=[C:50]([O:56][CH3:57])[CH:49]=3)[C@@H:45]3[C@@H:40]([CH2:41][CH2:42][CH2:43][CH2:44]3)[C:39]2=[O:58])[CH2:34][CH2:33]1)=[O:31].CN(C(ON1N=NC2C=CC=CC1=2)=[N+](C)C)C.F[P-](F)(F)(F)(F)F.CCN(C(C)C)C(C)C.C(=O)(O)[O-].[Na+]. Product: [CH:1]1([CH2:4][O:5][C:6]2[CH:14]=[CH:13][C:9]3[O:10][CH2:11][O:12][C:8]=3[C:7]=2[C:15]2[C:16]3[NH:23][CH:22]=[C:21]([C:24]([NH:28][CH2:29][C:30]([N:32]4[CH2:33][CH2:34][CH:35]([N:38]5[N:47]=[C:46]([C:48]6[CH:53]=[CH:52][C:51]([O:54][CH3:55])=[C:50]([O:56][CH3:57])[CH:49]=6)[C@@H:45]6[C@@H:40]([CH2:41][CH2:42][CH2:43][CH2:44]6)[C:39]5=[O:58])[CH2:36][CH2:37]4)=[O:31])=[O:25])[C:17]=3[N:18]=[CH:19][N:20]=2)[CH2:2][CH2:3]1. The catalyst class is: 2. (6) Reactant: [O:1]1[CH2:6][CH2:5][N:4]([CH2:7][C:8]([O:10]CC)=O)[CH2:3][CH2:2]1.CC(C)([O-])C.[Na+].[NH2:19][C:20]1[N:27]=[CH:26][C:25]([Br:28])=[CH:24][C:21]=1[CH:22]=O. Product: [Br:28][C:25]1[CH:24]=[C:21]2[C:20](=[N:27][CH:26]=1)[NH:19][C:8](=[O:10])[C:7]([N:4]1[CH2:3][CH2:2][O:1][CH2:6][CH2:5]1)=[CH:22]2. The catalyst class is: 18. (7) The catalyst class is: 7. Reactant: [CH2:1]([N:8]1[C:13]([CH3:15])([CH3:14])[CH2:12][O:11][C:10]([CH2:17][CH2:18][OH:19])([CH3:16])[C:9]1=O)[C:2]1[CH:7]=[CH:6][CH:5]=[CH:4][CH:3]=1.CO. Product: [CH2:1]([N:8]1[C:13]([CH3:14])([CH3:15])[CH2:12][O:11][C:10]([CH2:17][CH2:18][OH:19])([CH3:16])[CH2:9]1)[C:2]1[CH:3]=[CH:4][CH:5]=[CH:6][CH:7]=1. (8) Reactant: [NH3:1].[CH3:2][O:3][C:4]1[CH:9]=[CH:8][C:7]([CH2:10][CH2:11][NH:12][C:13](=[O:18])[C:14]([F:17])([F:16])[F:15])=[CH:6][C:5]=1[S:19](Cl)(=[O:21])=[O:20]. Product: [NH2:1][S:19]([C:5]1[CH:6]=[C:7]([CH2:10][CH2:11][NH:12][C:13](=[O:18])[C:14]([F:17])([F:16])[F:15])[CH:8]=[CH:9][C:4]=1[O:3][CH3:2])(=[O:21])=[O:20]. The catalyst class is: 7.